From a dataset of Full USPTO retrosynthesis dataset with 1.9M reactions from patents (1976-2016). Predict the reactants needed to synthesize the given product. (1) Given the product [F:62][C:63]1[CH:64]=[CH:65][C:66]([C:69]2[CH:74]=[CH:73][CH:72]=[C:71]([CH2:75][N:23]([C:55](=[O:59])[C:56]([OH:58])=[O:57])[CH2:24][C:25]3[CH:26]=[CH:27][C:28]([C:31]4[CH:32]=[CH:33][C:34]([C:37]([NH:39][CH2:40][CH2:41][C:42]5[CH:47]=[CH:46][C:45]([O:48][C:49]6[CH:50]=[CH:51][CH:52]=[CH:53][CH:54]=6)=[CH:44][CH:43]=5)=[O:38])=[CH:35][CH:36]=4)=[CH:29][CH:30]=3)[CH:70]=2)=[CH:67][CH:68]=1, predict the reactants needed to synthesize it. The reactants are: O(C1C=CC(CCN)=CC=1)C1C=CC=CC=1.IC1C=CC(C[N:23]([C:55](=[O:59])[C:56]([OH:58])=[O:57])[CH2:24][C:25]2[CH:30]=[CH:29][C:28]([C:31]3[CH:36]=[CH:35][C:34]([C:37]([NH:39][CH2:40][CH2:41][C:42]4[CH:47]=[CH:46][C:45]([O:48][C:49]5[CH:54]=[CH:53][CH:52]=[CH:51][CH:50]=5)=[CH:44][CH:43]=4)=[O:38])=[CH:33][CH:32]=3)=[CH:27][CH:26]=2)=CC=1.[F:62][C:63]1[CH:68]=[CH:67][C:66]([C:69]2[CH:74]=[CH:73][CH:72]=[C:71]([CH:75]=O)[CH:70]=2)=[CH:65][CH:64]=1. (2) The reactants are: Cl[CH2:2][C:3]1[N:8]=[C:7]([CH2:9][C:10]([CH3:13])([CH3:12])[CH3:11])[C:6]([C:14]2[CH:19]=[C:18]([O:20][CH3:21])[CH:17]=[CH:16][C:15]=2[F:22])=[CH:5][CH:4]=1.[CH:23]1([CH:26]([C:32]2[CH:37]=[CH:36][C:35]([F:38])=[C:34]([OH:39])[CH:33]=2)[CH2:27][C:28]([O:30][CH3:31])=[O:29])[CH2:25][CH2:24]1.C(=O)([O-])[O-].[Cs+].[Cs+]. Given the product [CH:23]1([CH:26]([C:32]2[CH:37]=[CH:36][C:35]([F:38])=[C:34]([O:39][CH2:2][C:3]3[CH:4]=[CH:5][C:6]([C:14]4[CH:19]=[C:18]([O:20][CH3:21])[CH:17]=[CH:16][C:15]=4[F:22])=[C:7]([CH2:9][C:10]([CH3:13])([CH3:12])[CH3:11])[N:8]=3)[CH:33]=2)[CH2:27][C:28]([O:30][CH3:31])=[O:29])[CH2:24][CH2:25]1, predict the reactants needed to synthesize it.